From a dataset of Reaction yield outcomes from USPTO patents with 853,638 reactions. Predict the reaction yield, written as a fraction of the theoretical maximum amount of product (1.0 means a 100% yield; for example, 0.34 means a 34% yield). (1) The reactants are [H-].[Na+].N1[C:12]2[C:7](=C[CH:9]=[CH:10][CH:11]=2)[NH:6][C:5](=[O:13])C1=O.[CH3:15]I.O.[CH3:18][N:19]([CH:21]=[O:22])[CH3:20]. No catalyst specified. The product is [CH3:18][N:19]1[C:20]2[C:7](=[CH:12][CH:11]=[CH:10][CH:9]=2)[N:6]([CH3:15])[C:5](=[O:13])[C:21]1=[O:22]. The yield is 0.950. (2) The reactants are [F:1][C:2]1[CH:7]=[CH:6][C:5]([C:8]2[O:9][CH:10]=[C:11]([C:13]([CH3:17])([CH3:16])[CH2:14][NH2:15])[N:12]=2)=[CH:4][CH:3]=1.[F:18][C:19]([F:35])([F:34])[C:20]1[O:24][N:23]=[C:22]([C:25]2[CH:26]=[N:27][CH:28]=[C:29]([CH:33]=2)[C:30](O)=[O:31])[N:21]=1. No catalyst specified. The product is [F:1][C:2]1[CH:3]=[CH:4][C:5]([C:8]2[O:9][CH:10]=[C:11]([C:13]([CH3:17])([CH3:16])[CH2:14][NH:15][C:30](=[O:31])[C:29]3[CH:33]=[C:25]([C:22]4[N:21]=[C:20]([C:19]([F:35])([F:34])[F:18])[O:24][N:23]=4)[CH:26]=[N:27][CH:28]=3)[N:12]=2)=[CH:6][CH:7]=1. The yield is 0.130. (3) The reactants are [C:1]([C:5]1[CH:9]=[C:8]([NH:10][C:11]([NH:13][C:14]2[CH:19]=[CH:18][C:17]([O:20][C:21]3[CH:26]=[CH:25][N:24]=[C:23]([CH3:27])[CH:22]=3)=[CH:16][C:15]=2[F:28])=[O:12])[N:7]([C:29]2[CH:30]=[C:31]([CH:35]=[CH:36][CH:37]=2)[C:32]([OH:34])=O)[N:6]=1)([CH3:4])([CH3:3])[CH3:2].[CH3:38][C:39]1([CH3:46])[O:43][CH:42]([CH2:44][NH2:45])[CH2:41][O:40]1.Cl.CN(C)CCCN=C=NCC.ON1C2C=CC=CC=2N=N1. The catalyst is CN(C)C1C=CN=CC=1.C1COCC1.C(Cl)Cl.O.C(OCC)(=O)C. The product is [C:1]([C:5]1[CH:9]=[C:8]([NH:10][C:11]([NH:13][C:14]2[CH:19]=[CH:18][C:17]([O:20][C:21]3[CH:26]=[CH:25][N:24]=[C:23]([CH3:27])[CH:22]=3)=[CH:16][C:15]=2[F:28])=[O:12])[N:7]([C:29]2[CH:30]=[C:31]([CH:35]=[CH:36][CH:37]=2)[C:32]([NH:45][CH2:44][CH:42]2[CH2:41][O:40][C:39]([CH3:46])([CH3:38])[O:43]2)=[O:34])[N:6]=1)([CH3:4])([CH3:3])[CH3:2]. The yield is 0.730. (4) The reactants are [OH:1][CH2:2][C:3]1[C:4]([CH3:23])=[N:5][C:6]([CH2:18][C:19]([CH3:22])([CH3:21])[CH3:20])=[C:7]([C:10]=1[C:11]1[CH:16]=[CH:15][C:14]([CH3:17])=[CH:13][CH:12]=1)[C:8]#[N:9].N.CO.[C:27](O[C:27]([O:29][C:30]([CH3:33])([CH3:32])[CH3:31])=[O:28])([O:29][C:30]([CH3:33])([CH3:32])[CH3:31])=[O:28]. The catalyst is O1CCCC1.[Ni]. The product is [OH:1][CH2:2][C:3]1[C:10]([C:11]2[CH:16]=[CH:15][C:14]([CH3:17])=[CH:13][CH:12]=2)=[C:7]([CH2:8][NH:9][C:27](=[O:28])[O:29][C:30]([CH3:33])([CH3:32])[CH3:31])[C:6]([CH2:18][C:19]([CH3:20])([CH3:22])[CH3:21])=[N:5][C:4]=1[CH3:23]. The yield is 0.820.